Dataset: Forward reaction prediction with 1.9M reactions from USPTO patents (1976-2016). Task: Predict the product of the given reaction. (1) Given the reactants Cl.[Cl:2][C:3]1[N:4]=[C:5]([C:10]([NH:12][C@H:13]2[CH2:18][CH2:17][NH:16][CH2:15][C@H:14]2[O:19][CH2:20][CH3:21])=[O:11])[NH:6][C:7]=1[CH2:8][CH3:9].Cl[C:23]1[CH:28]=[CH:27][N:26]([CH3:29])[C:25](=[O:30])[CH:24]=1.C(=O)([O-])[O-].[Na+].[Na+], predict the reaction product. The product is: [Cl:2][C:3]1[N:4]=[C:5]([C:10]([NH:12][C@H:13]2[CH2:18][CH2:17][N:16]([C:23]3[CH:28]=[CH:27][N:26]([CH3:29])[C:25](=[O:30])[CH:24]=3)[CH2:15][C@H:14]2[O:19][CH2:20][CH3:21])=[O:11])[NH:6][C:7]=1[CH2:8][CH3:9]. (2) Given the reactants [C:1]([O:5][C:6]([N:8]1[CH2:13][C@H:12]([CH2:14]Cl)[N:11]([CH2:16][C:17]([N:19]2[C:27]3[C:22](=[N:23][CH:24]=[C:25]([C:28]([F:33])([F:32])[CH2:29][CH2:30][CH3:31])[CH:26]=3)[C:21]([CH3:35])([CH3:34])[CH2:20]2)=[O:18])[CH2:10][C@H:9]1[CH3:36])=[O:7])([CH3:4])([CH3:3])[CH3:2].[CH3:37][C@@H:38]1[CH2:43][O:42][CH2:41][CH2:40][NH:39]1, predict the reaction product. The product is: [C:1]([O:5][C:6]([N:8]1[CH2:13][C@H:12]([CH2:14][N:39]2[CH2:40][CH2:41][O:42][CH2:43][C@H:38]2[CH3:37])[N:11]([CH2:16][C:17]([N:19]2[C:27]3[C:22](=[N:23][CH:24]=[C:25]([C:28]([F:33])([F:32])[CH2:29][CH2:30][CH3:31])[CH:26]=3)[C:21]([CH3:35])([CH3:34])[CH2:20]2)=[O:18])[CH2:10][C@H:9]1[CH3:36])=[O:7])([CH3:4])([CH3:3])[CH3:2].